This data is from Forward reaction prediction with 1.9M reactions from USPTO patents (1976-2016). The task is: Predict the product of the given reaction. (1) Given the reactants [CH3:1][C:2]([N:5]([CH2:9][C:10]1[CH:15]=[C:14]([C:16]#[N:17])[CH:13]=[C:12](Br)[CH:11]=1)[C:6](=[O:8])[O-:7])(C)C.C1C=CC(P([C:32]2[CH:37]=[CH:36]C=CC=2)C2C=CC=CC=2)=CC=1.[C:38]([O-])([O-])=O.[K+].[K+].C[C:45]([Si:48]([CH3:61])([CH3:60])[O:49][CH2:50][C:51]1[CH:52]=[C:53](B(O)O)[CH:54]=[CH:55][CH:56]=1)([CH3:47])[CH3:46], predict the reaction product. The product is: [C:16]([C:14]1[CH:15]=[C:10]([CH2:9][NH:5][C:6](=[O:8])[O:7][C:37]([CH3:36])([CH3:32])[CH3:38])[CH:11]=[C:12]([C:53]2[CH:54]=[CH:55][CH:56]=[C:51]([CH2:50][O:49][Si:48]([CH3:60])([CH3:61])[CH:45]([CH3:46])[CH3:47])[CH:52]=2)[CH:13]=1)#[N:17].[CH3:1][CH3:2]. (2) The product is: [NH2:7][C@H:8]1[CH2:9][CH2:10][C@H:11]([CH2:14][NH:15][C:16]2[C:21]([N+:22]([O-:24])=[O:23])=[CH:20][N:19]=[C:18]([NH:34][CH2:33][CH:27]3[CH2:32][CH2:31][CH2:30][CH2:29][CH2:28]3)[N:17]=2)[CH2:12][CH2:13]1. Given the reactants C(OC(=O)[NH:7][CH:8]1[CH2:13][CH2:12][CH:11]([CH2:14][NH:15][C:16]2[C:21]([N+:22]([O-:24])=[O:23])=[CH:20][N:19]=[C:18](Cl)[N:17]=2)[CH2:10][CH2:9]1)(C)(C)C.[CH:27]1([CH2:33][NH2:34])[CH2:32][CH2:31][CH2:30][CH2:29][CH2:28]1, predict the reaction product. (3) The product is: [Cl:17][C:18]1[CH:23]=[CH:22][C:21]([CH2:24][CH2:25][NH:26][C:14]([C:3]2[CH:2]=[CH:1][C:13]3[N:12]([CH2:3][CH2:2][CH2:1][CH2:13][CH3:5])[C:11]4[C:6]([C:5]=3[CH:4]=2)=[CH:7][CH:8]=[CH:9][CH:10]=4)=[O:16])=[CH:20][CH:19]=1. Given the reactants [CH:1]1[C:13]2[NH:12][C:11]3[C:6](=[CH:7][CH:8]=[CH:9][CH:10]=3)[C:5]=2[CH:4]=[C:3]([C:14]([OH:16])=O)[CH:2]=1.[Cl:17][C:18]1[CH:23]=[CH:22][C:21]([CH2:24][CH2:25][NH2:26])=[CH:20][CH:19]=1, predict the reaction product. (4) Given the reactants [CH:1](=[O:8])[C:2]1[CH:7]=[CH:6][CH:5]=[CH:4][CH:3]=1.[C:9]([O:13][CH3:14])(=[O:12])[CH:10]=[CH2:11].N12CCN(CC1)CC2.Cl, predict the reaction product. The product is: [CH3:14][O:13][C:9](=[O:12])[C:10](=[CH2:11])[CH:1]([OH:8])[C:2]1[CH:7]=[CH:6][CH:5]=[CH:4][CH:3]=1. (5) Given the reactants [N:1]1C=CC=CC=1.[CH3:7][O:8][C:9]1[CH:10]=[C:11]([S:15](Cl)(=[O:17])=[O:16])[CH:12]=[CH:13][CH:14]=1.N[C:20]1[C:28]2[C:23](=[CH:24][C:25]([Cl:35])=[C:26]([C:29]3[CH:34]=[CH:33][CH:32]=[CH:31][CH:30]=3)[CH:27]=2)[N:22]([CH2:36][O:37][CH2:38][CH2:39][Si:40]([CH3:43])([CH3:42])[CH3:41])[N:21]=1, predict the reaction product. The product is: [Cl:35][C:25]1[CH:24]=[C:23]2[C:28]([C:20]([C:10]3[C:9]([O:8][CH3:7])=[CH:14][CH:13]=[CH:12][C:11]=3[S:15]([NH2:1])(=[O:17])=[O:16])=[N:21][N:22]2[CH2:36][O:37][CH2:38][CH2:39][Si:40]([CH3:43])([CH3:41])[CH3:42])=[CH:27][C:26]=1[C:29]1[CH:34]=[CH:33][CH:32]=[CH:31][CH:30]=1. (6) Given the reactants [Cl:1][C:2]1[CH:3]=[CH:4][C:5]([NH2:8])=[N:6][CH:7]=1.[CH:9]([C:11]1[CH:12]=[C:13]([CH:16]=[CH:17][CH:18]=1)[C:14]#[N:15])=O.O.C1(C)C=CC(S(O)(=O)=O)=CC=1.[N+:31]([C:33]([CH3:36])([CH3:35])[CH3:34])#[C-:32], predict the reaction product. The product is: [C:33]([NH:31][C:32]1[N:6]2[CH:7]=[C:2]([Cl:1])[CH:3]=[CH:4][C:5]2=[N:8][C:9]=1[C:11]1[CH:12]=[C:13]([CH:16]=[CH:17][CH:18]=1)[C:14]#[N:15])([CH3:36])([CH3:35])[CH3:34]. (7) Given the reactants [NH:1]([C:3]1[C:8]([F:9])=[CH:7][C:6]([F:10])=[CH:5][N:4]=1)N, predict the reaction product. The product is: [NH2:1][C:3]1[C:8]([F:9])=[CH:7][C:6]([F:10])=[CH:5][N:4]=1. (8) The product is: [Cl:16][C:17]1[C:25]([C:26]([F:29])([F:28])[F:27])=[CH:24][CH:23]=[CH:22][C:18]=1[C:19]([N:12]1[CH:13]=[CH:14][C:15]2[N:7]([C:2]3[CH:3]=[N:4][CH:5]=[CH:6][N:1]=3)[N:8]=[N:9][C:10]=2[CH:11]1[CH3:33])=[O:20]. Given the reactants [N:1]1[CH:6]=[CH:5][N:4]=[CH:3][C:2]=1[N:7]1[C:15]2[CH:14]=[CH:13][N:12]=[CH:11][C:10]=2[N:9]=[N:8]1.[Cl:16][C:17]1[C:25]([C:26]([F:29])([F:28])[F:27])=[CH:24][CH:23]=[CH:22][C:18]=1[C:19](Cl)=[O:20].C[Mg+].[Br-].[C:33]([O-])(O)=O.[Na+], predict the reaction product. (9) Given the reactants [Cl:1][C:2]1[CH:3]=[C:4]([CH:8]=[CH:9][CH:10]=1)[C:5]([NH2:7])=[O:6].[F:11][C:12]([F:19])([F:18])[C:13]([F:17])([F:16])[CH:14]=O.[NH:20]1[C:24]2[CH:25]=[CH:26][CH:27]=[CH:28][C:23]=2[N:22]=[N:21]1.C1(C)C=CC(S(O)(=O)=O)=CC=1, predict the reaction product. The product is: [N:20]1([CH:14]([NH:7][C:5](=[O:6])[C:4]2[CH:8]=[CH:9][CH:10]=[C:2]([Cl:1])[CH:3]=2)[C:13]([F:17])([F:16])[C:12]([F:19])([F:18])[F:11])[C:24]2[CH:25]=[CH:26][CH:27]=[CH:28][C:23]=2[N:22]=[N:21]1. (10) Given the reactants C[O:2][C:3]([C:5]1[NH:6][N:7]=[C:8]([O:10][CH2:11][C:12]2[C:13]([C:18]3[CH:23]=[CH:22][C:21]([F:24])=[CH:20][CH:19]=3)=[N:14][O:15][C:16]=2[CH3:17])[CH:9]=1)=[O:4].[OH-].[Na+].Cl, predict the reaction product. The product is: [F:24][C:21]1[CH:22]=[CH:23][C:18]([C:13]2[C:12]([CH2:11][O:10][C:8]3[CH:9]=[C:5]([C:3]([OH:4])=[O:2])[NH:6][N:7]=3)=[C:16]([CH3:17])[O:15][N:14]=2)=[CH:19][CH:20]=1.